Dataset: Forward reaction prediction with 1.9M reactions from USPTO patents (1976-2016). Task: Predict the product of the given reaction. Given the reactants C(O[C:4]([C:6]1[C:11]([Br:12])=[N:10][CH:9]=[C:8]([CH3:13])[N:7]=1)=[O:5])C.[CH3:14][C:15]1[CH:20]=[C:19]([NH2:21])[CH:18]=[CH:17][N:16]=1, predict the reaction product. The product is: [CH3:14][C:15]1[CH:20]=[C:19]([NH:21][C:4]([C:6]2[C:11]([Br:12])=[N:10][CH:9]=[C:8]([CH3:13])[N:7]=2)=[O:5])[CH:18]=[CH:17][N:16]=1.